Dataset: NCI-60 drug combinations with 297,098 pairs across 59 cell lines. Task: Regression. Given two drug SMILES strings and cell line genomic features, predict the synergy score measuring deviation from expected non-interaction effect. (1) Drug 1: C1=C(C(=O)NC(=O)N1)F. Drug 2: C1=CN(C(=O)N=C1N)C2C(C(C(O2)CO)O)O.Cl. Cell line: NCI-H522. Synergy scores: CSS=37.0, Synergy_ZIP=-11.7, Synergy_Bliss=-10.6, Synergy_Loewe=-24.8, Synergy_HSA=-6.20. (2) Drug 1: CC1=C(C=C(C=C1)NC(=O)C2=CC=C(C=C2)CN3CCN(CC3)C)NC4=NC=CC(=N4)C5=CN=CC=C5. Drug 2: CC(C)(C#N)C1=CC(=CC(=C1)CN2C=NC=N2)C(C)(C)C#N. Cell line: HOP-92. Synergy scores: CSS=-0.147, Synergy_ZIP=-0.686, Synergy_Bliss=-2.01, Synergy_Loewe=-2.44, Synergy_HSA=-2.43. (3) Drug 1: C1=NC2=C(N1)C(=S)N=CN2. Drug 2: CN(C(=O)NC(C=O)C(C(C(CO)O)O)O)N=O. Cell line: HCT116. Synergy scores: CSS=50.5, Synergy_ZIP=-0.315, Synergy_Bliss=-1.10, Synergy_Loewe=-38.5, Synergy_HSA=-0.602. (4) Drug 1: COC1=C(C=C2C(=C1)N=CN=C2NC3=CC(=C(C=C3)F)Cl)OCCCN4CCOCC4. Drug 2: CCCS(=O)(=O)NC1=C(C(=C(C=C1)F)C(=O)C2=CNC3=C2C=C(C=N3)C4=CC=C(C=C4)Cl)F. Cell line: MCF7. Synergy scores: CSS=9.17, Synergy_ZIP=-2.17, Synergy_Bliss=-0.985, Synergy_Loewe=-4.12, Synergy_HSA=-2.20. (5) Drug 1: C1=NC2=C(N=C(N=C2N1C3C(C(C(O3)CO)O)F)Cl)N. Drug 2: CC1C(C(CC(O1)OC2CC(CC3=C2C(=C4C(=C3O)C(=O)C5=C(C4=O)C(=CC=C5)OC)O)(C(=O)CO)O)N)O.Cl. Cell line: MCF7. Synergy scores: CSS=24.0, Synergy_ZIP=-3.44, Synergy_Bliss=-1.42, Synergy_Loewe=-5.60, Synergy_HSA=-2.26. (6) Drug 1: CC1=C2C(C(=O)C3(C(CC4C(C3C(C(C2(C)C)(CC1OC(=O)C(C(C5=CC=CC=C5)NC(=O)OC(C)(C)C)O)O)OC(=O)C6=CC=CC=C6)(CO4)OC(=O)C)OC)C)OC. Drug 2: C1=NC(=NC(=O)N1C2C(C(C(O2)CO)O)O)N. Cell line: RXF 393. Synergy scores: CSS=56.8, Synergy_ZIP=16.8, Synergy_Bliss=16.4, Synergy_Loewe=19.3, Synergy_HSA=20.8. (7) Drug 1: CC1=C(C=C(C=C1)NC2=NC=CC(=N2)N(C)C3=CC4=NN(C(=C4C=C3)C)C)S(=O)(=O)N.Cl. Drug 2: CCC1=CC2CC(C3=C(CN(C2)C1)C4=CC=CC=C4N3)(C5=C(C=C6C(=C5)C78CCN9C7C(C=CC9)(C(C(C8N6C)(C(=O)OC)O)OC(=O)C)CC)OC)C(=O)OC.C(C(C(=O)O)O)(C(=O)O)O. Cell line: SK-OV-3. Synergy scores: CSS=41.6, Synergy_ZIP=5.95, Synergy_Bliss=4.23, Synergy_Loewe=-42.2, Synergy_HSA=2.79.